From a dataset of Forward reaction prediction with 1.9M reactions from USPTO patents (1976-2016). Predict the product of the given reaction. (1) Given the reactants [CH3:1][CH:2]1[C:15]2[C:14]3[CH:13]=[CH:12][CH:11]=[CH:10][C:9]=3[NH:8][C:7]=2[C:6]([C:16]([O:18][CH2:19][CH3:20])=[O:17])=[CH:5][NH:4][CH2:3]1.[F:21][C:22]1[CH:30]=[CH:29][C:25]([C:26](Cl)=[O:27])=[CH:24][CH:23]=1, predict the reaction product. The product is: [F:21][C:22]1[CH:30]=[CH:29][C:25]([C:26]([N:4]2[CH2:3][CH:2]([CH3:1])[C:15]3[C:14]4[CH:13]=[CH:12][CH:11]=[CH:10][C:9]=4[NH:8][C:7]=3[C:6]([C:16]([O:18][CH2:19][CH3:20])=[O:17])=[CH:5]2)=[O:27])=[CH:24][CH:23]=1. (2) Given the reactants [CH3:1][N:2]1[C:6]([C:7]2[CH:8]=[C:9]([CH2:13][C:14]([OH:16])=O)[CH:10]=[CH:11][CH:12]=2)=[CH:5][CH:4]=[N:3]1.CCN=C=NCCCN(C)C.C1C=CC2N(O)N=NC=2C=1.CCN(CC)CC.[NH2:45][CH2:46][CH:47]([OH:59])[CH2:48][N:49]1[CH2:58][CH2:57][C:56]2[C:51](=[CH:52][CH:53]=[CH:54][CH:55]=2)[CH2:50]1, predict the reaction product. The product is: [CH2:50]1[C:51]2[C:56](=[CH:55][CH:54]=[CH:53][CH:52]=2)[CH2:57][CH2:58][N:49]1[CH2:48][CH:47]([OH:59])[CH2:46][NH:45][C:14](=[O:16])[CH2:13][C:9]1[CH:10]=[CH:11][CH:12]=[C:7]([C:6]2[N:2]([CH3:1])[N:3]=[CH:4][CH:5]=2)[CH:8]=1.